From a dataset of Catalyst prediction with 721,799 reactions and 888 catalyst types from USPTO. Predict which catalyst facilitates the given reaction. (1) Reactant: Cl.[Cl:2][C:3]1[CH:26]=[CH:25][C:6]([CH2:7][N:8]2[C:13]3[S:14][C:15]4[CH2:20][NH:19][CH2:18][CH2:17][C:16]=4[C:12]=3[C:11]3=[N:21][CH:22]=[N:23][N:10]3[C:9]2=[O:24])=[CH:5][CH:4]=1.[CH3:27]I. Product: [Cl:2][C:3]1[CH:4]=[CH:5][C:6]([CH2:7][N:8]2[C:13]3[S:14][C:15]4[CH2:20][N:19]([CH3:27])[CH2:18][CH2:17][C:16]=4[C:12]=3[C:11]3=[N:21][CH:22]=[N:23][N:10]3[C:9]2=[O:24])=[CH:25][CH:26]=1. The catalyst class is: 3. (2) Reactant: Br[C:2]1[CH:9]=[CH:8][C:5]([CH:6]=[O:7])=[C:4]([O:10][C:11]2[CH:16]=[CH:15][CH:14]=[CH:13][CH:12]=2)[CH:3]=1.O(C1C=CC([B:32]2[O:36][C:35]([CH3:38])([CH3:37])[C:34]([CH3:40])([CH3:39])[O:33]2)=CC=1C#N)C1C=CC=CC=1.CO[C@@H]1[C@@H](C(OC)=O)[C@@H]2[C@@H](CN3[C@H](C2)C2NC4C=C(OC)C=CC=4C=2CC3)C[C@H]1OC(C1C=C(OC)C(OC)=C(OC)C=1)=O. Product: [O:10]([C:4]1[CH:3]=[CH:2][C:9]([B:32]2[O:36][C:35]([CH3:38])([CH3:37])[C:34]([CH3:40])([CH3:39])[O:33]2)=[CH:8][C:5]=1[CH:6]=[O:7])[C:11]1[CH:16]=[CH:15][CH:14]=[CH:13][CH:12]=1. The catalyst class is: 10. (3) Reactant: C(Cl)(=O)C(Cl)=O.[NH:7]1[CH:11]=[C:10]([C:12]([OH:14])=O)[CH:9]=[N:8]1.[NH2:15][C:16]([CH3:20])([CH3:19])[CH2:17][OH:18].C([O-])(O)=O.[Na+]. Product: [OH:18][CH2:17][C:16]([NH:15][C:12]([C:10]1[CH:9]=[N:8][NH:7][CH:11]=1)=[O:14])([CH3:20])[CH3:19]. The catalyst class is: 85. (4) Reactant: [C:1]([O:5][C:6]([N:8]1[CH2:12][CH2:11][CH2:10][C@@H:9]1[CH2:13][N:14]1[C:18]2[CH:19]=[CH:20][C:21]([C:23]([O:25][CH3:26])=[O:24])=[CH:22][C:17]=2[NH:16][C:15]1=[NH:27])=[O:7])([CH3:4])([CH3:3])[CH3:2].[O:28]1[C:32]([C:33](O)=[O:34])=[CH:31][CH:30]=[N:29]1.CCN(C(C)C)C(C)C.CN(C(ON1N=NC2C=CC=NC1=2)=[N+](C)C)C.F[P-](F)(F)(F)(F)F. Product: [C:1]([O:5][C:6]([N:8]1[CH2:12][CH2:11][CH2:10][C@@H:9]1[CH2:13][N:14]1[C:18]2[CH:19]=[CH:20][C:21]([C:23]([O:25][CH3:26])=[O:24])=[CH:22][C:17]=2[N:16]=[C:15]1[NH:27][C:33]([C:32]1[O:28][N:29]=[CH:30][CH:31]=1)=[O:34])=[O:7])([CH3:4])([CH3:3])[CH3:2]. The catalyst class is: 3.